This data is from Peptide-MHC class II binding affinity with 134,281 pairs from IEDB. The task is: Regression. Given a peptide amino acid sequence and an MHC pseudo amino acid sequence, predict their binding affinity value. This is MHC class II binding data. (1) The peptide sequence is GAYETYKFIPSLEAA. The MHC is HLA-DQA10501-DQB10201 with pseudo-sequence HLA-DQA10501-DQB10201. The binding affinity (normalized) is 0.423. (2) The peptide sequence is EGHHLASAAILGHDG. The MHC is HLA-DQA10301-DQB10302 with pseudo-sequence HLA-DQA10301-DQB10302. The binding affinity (normalized) is 0.263. (3) The peptide sequence is IASLFAAAGLAAAAP. The MHC is DRB1_1201 with pseudo-sequence DRB1_1201. The binding affinity (normalized) is 0.140. (4) The peptide sequence is DVCGMFTNRSGSQQW. The MHC is HLA-DQA10401-DQB10402 with pseudo-sequence HLA-DQA10401-DQB10402. The binding affinity (normalized) is 0.148.